This data is from Forward reaction prediction with 1.9M reactions from USPTO patents (1976-2016). The task is: Predict the product of the given reaction. (1) Given the reactants [C:1]1([CH2:7][CH2:8][N:9]2[C:13]([C:14]3[CH:19]=[CH:18][N:17]=[CH:16][CH:15]=3)=[C:12]([C:20](OCC)=[O:21])[CH:11]=[N:10]2)[CH:6]=[CH:5][CH:4]=[CH:3][CH:2]=1.O[N:26]=[C:27]([C:29]1[CH:34]=[CH:33][C:32]([CH2:35][OH:36])=[CH:31][CH:30]=1)[NH2:28], predict the reaction product. The product is: [CH2:8]([N:9]1[C:13]([C:14]2[CH:19]=[CH:18][N:17]=[CH:16][CH:15]=2)=[C:12]([C:20]2[O:21][N:28]=[C:27]([C:29]3[CH:34]=[CH:33][C:32]([CH2:35][OH:36])=[CH:31][CH:30]=3)[N:26]=2)[CH:11]=[N:10]1)[CH2:7][C:1]1[CH:2]=[CH:3][CH:4]=[CH:5][CH:6]=1. (2) Given the reactants [CH2:1]([N:3]([CH2:15][CH3:16])[C:4]1[C:5]([NH2:14])=[C:6]([N+:11]([O-])=O)[C:7]([F:10])=[CH:8][CH:9]=1)[CH3:2], predict the reaction product. The product is: [CH2:15]([N:3]([CH2:1][CH3:2])[C:4]1[CH:9]=[CH:8][C:7]([F:10])=[C:6]([NH2:11])[C:5]=1[NH2:14])[CH3:16]. (3) Given the reactants O[C@H]([C@@H](O)C(O)=O)C(O)=O.[S:11]1[CH2:15][CH2:14][NH:13][C@@H:12]1[C:16]([O:18][CH2:19][CH3:20])=[O:17].C([O-])(O)=O.[Na+].CCOCC.[CH3:31][N:32]([CH3:45])[C:33]([C:35]1[CH:36]=[C:37]([S:41](Cl)(=[O:43])=[O:42])[CH:38]=[CH:39][CH:40]=1)=[O:34], predict the reaction product. The product is: [CH3:31][N:32]([CH3:45])[C:33]([C:35]1[CH:36]=[C:37]([S:41]([N:13]2[CH2:14][CH2:15][S:11][C@H:12]2[C:16]([O:18][CH2:19][CH3:20])=[O:17])(=[O:43])=[O:42])[CH:38]=[CH:39][CH:40]=1)=[O:34].